This data is from Peptide-MHC class II binding affinity with 134,281 pairs from IEDB. The task is: Regression. Given a peptide amino acid sequence and an MHC pseudo amino acid sequence, predict their binding affinity value. This is MHC class II binding data. The peptide sequence is FDPYGAKISATPESA. The MHC is HLA-DQA10501-DQB10201 with pseudo-sequence HLA-DQA10501-DQB10201. The binding affinity (normalized) is 0.243.